This data is from Full USPTO retrosynthesis dataset with 1.9M reactions from patents (1976-2016). The task is: Predict the reactants needed to synthesize the given product. (1) Given the product [CH3:1][N:2]1[CH2:3][CH2:4][CH:5]([C:8]([NH:38][C:39]2[CH:44]=[C:43]([O:45][C:46]3[CH:51]=[CH:50][C:49]([NH:18][CH3:22])=[C:48]([N+:54]([O-:56])=[O:55])[CH:47]=3)[CH:42]=[CH:41][N:40]=2)=[O:10])[CH2:6][CH2:7]1, predict the reactants needed to synthesize it. The reactants are: [CH3:1][N:2]1[CH2:7][CH2:6][CH:5]([C:8]([OH:10])=O)[CH2:4][CH2:3]1.F[P-](F)(F)(F)(F)F.[N:18]1(O[P+](N(C)C)(N(C)C)N(C)C)[C:22]2C=CC=CC=2N=N1.[NH2:38][C:39]1[CH:44]=[C:43]([O:45][C:46]2[CH:51]=[CH:50][C:49](CN)=[C:48]([N+:54]([O-:56])=[O:55])[CH:47]=2)[CH:42]=[CH:41][N:40]=1. (2) Given the product [CH:29]1([C:33]2[O:37][N:36]=[C:35]([CH2:38][O:9][C:3]3[C:4]([CH3:8])=[CH:5][CH:6]=[CH:7][C:2]=3[CH3:1])[C:34]=2[C:40]([O:42][CH2:43][CH3:44])=[O:41])[CH2:30][CH2:31][CH2:32]1, predict the reactants needed to synthesize it. The reactants are: [CH3:1][C:2]1[CH:7]=[CH:6][CH:5]=[C:4]([CH3:8])[C:3]=1[OH:9].C1(P(C2C=CC=CC=2)C2C=CC=CC=2)C=CC=CC=1.[CH:29]1([C:33]2[O:37][N:36]=[C:35]([CH2:38]O)[C:34]=2[C:40]([O:42][CH2:43][CH3:44])=[O:41])[CH2:32][CH2:31][CH2:30]1.N(C(OC(C)C)=O)=NC(OC(C)C)=O. (3) The reactants are: C(OC([NH:8][C:9]1[CH:14]=[CH:13][CH:12]=[CH:11][C:10]=1[NH:15][C:16]([C:18]1[S:19][C:20]([N:23]2[CH2:27][CH2:26][CH2:25][CH2:24]2)=[CH:21][CH:22]=1)=[O:17])=O)(C)(C)C.Cl. Given the product [NH2:8][C:9]1[CH:14]=[CH:13][CH:12]=[CH:11][C:10]=1[NH:15][C:16]([C:18]1[S:19][C:20]([N:23]2[CH2:27][CH2:26][CH2:25][CH2:24]2)=[CH:21][CH:22]=1)=[O:17], predict the reactants needed to synthesize it. (4) The reactants are: [CH2:1]([O:8][CH2:9][N:10]1[C:15](=[O:16])[C:14]([Br:17])=[N:13][N:12]([CH2:18][C:19](F)(F)[C:20]2[CH:25]=[CH:24][CH:23]=[CH:22][CH:21]=2)[C:11]1=[O:28])[C:2]1[CH:7]=[CH:6][CH:5]=[CH:4][CH:3]=1.[C:29]1(CC(O)C)C=CC=CC=1. Given the product [CH2:1]([O:8][CH2:9][N:10]1[C:15](=[O:16])[C:14]([Br:17])=[N:13][N:12]([CH:18]([CH3:29])[CH2:19][C:20]2[CH:25]=[CH:24][CH:23]=[CH:22][CH:21]=2)[C:11]1=[O:28])[C:2]1[CH:7]=[CH:6][CH:5]=[CH:4][CH:3]=1, predict the reactants needed to synthesize it. (5) Given the product [CH2:21]([C@H:20]1[CH2:19][N:18]([C:23]([O:25][CH2:26][C:27]2[CH:28]=[CH:29][CH:30]=[CH:31][CH:32]=2)=[O:24])[CH2:17][C@H:16]1[OH:15])[CH3:22], predict the reactants needed to synthesize it. The reactants are: C([O-])([O-])=O.[K+].[K+].C([O:15][C@H:16]1[C@@H:20]([CH2:21][CH3:22])[CH2:19][N:18]([C:23]([O:25][CH2:26][C:27]2[CH:32]=[CH:31][CH:30]=[CH:29][CH:28]=2)=[O:24])[CH2:17]1)(=O)C1C=CC=CC=1. (6) Given the product [NH2:42][CH2:41][C@H:39]1[O:38][C:37](=[O:50])[N:36]([CH2:35][C@@H:27]2[C@H:26]([NH:25][C:23](=[O:24])/[C:22](=[N:21]\[O:20][C:17]3([C:15]([OH:16])=[O:14])[CH2:18][CH2:19]3)/[C:51]3[N:52]=[C:53]([NH2:56])[S:54][CH:55]=3)[C:29](=[O:30])[N:28]2[S:31]([OH:34])(=[O:32])=[O:33])[CH2:40]1, predict the reactants needed to synthesize it. The reactants are: C([O:14][C:15]([C:17]1([O:20]/[N:21]=[C:22](/[C:51]2[N:52]=[C:53]([NH:56]C(OC(C)(C)C)=O)[S:54][CH:55]=2)\[C:23]([NH:25][C@@H:26]2[C:29](=[O:30])[N:28]([S:31]([OH:34])(=[O:33])=[O:32])[C@@H:27]2[CH2:35][N:36]2[CH2:40][C@@H:39]([CH2:41][NH:42]C(OC(C)(C)C)=O)[O:38][C:37]2=[O:50])=[O:24])[CH2:19][CH2:18]1)=[O:16])(C1C=CC=CC=1)C1C=CC=CC=1.C(O)(C(F)(F)F)=O. (7) Given the product [NH2:22][CH:9]([C:4]1[CH:5]=[CH:6][C:7]([F:8])=[C:2]([Cl:1])[CH:3]=1)[C@H:10]1[CH2:14][CH2:13][N:12]([C:15]([O:17][C:18]([CH3:21])([CH3:20])[CH3:19])=[O:16])[CH2:11]1, predict the reactants needed to synthesize it. The reactants are: [Cl:1][C:2]1[CH:3]=[C:4]([CH:9]([N:22]2C(=O)C3C(=CC=CC=3)C2=O)[C@H:10]2[CH2:14][CH2:13][N:12]([C:15]([O:17][C:18]([CH3:21])([CH3:20])[CH3:19])=[O:16])[CH2:11]2)[CH:5]=[CH:6][C:7]=1[F:8].C1COCC1.O.NN. (8) Given the product [CH:2]([CH:15]1[C:20](=[O:21])[CH2:19][CH2:18][N:17]([CH2:26][C:25]2[CH:28]=[C:29]([O:32][C:33]([F:34])([F:35])[F:36])[CH:30]=[CH:31][C:24]=2[O:23][CH3:22])[CH2:16]1)([C:9]1[CH:14]=[CH:13][CH:12]=[CH:11][CH:10]=1)[C:3]1[CH:4]=[CH:5][CH:6]=[CH:7][CH:8]=1, predict the reactants needed to synthesize it. The reactants are: Cl.[CH:2]([CH:15]1[C:20](=[O:21])[CH2:19][CH2:18][NH:17][CH2:16]1)([C:9]1[CH:14]=[CH:13][CH:12]=[CH:11][CH:10]=1)[C:3]1[CH:8]=[CH:7][CH:6]=[CH:5][CH:4]=1.[CH3:22][O:23][C:24]1[CH:31]=[CH:30][C:29]([O:32][C:33]([F:36])([F:35])[F:34])=[CH:28][C:25]=1[CH2:26]O.C(N(C(C)C)CC)(C)C.C(OCC)(=O)C. (9) Given the product [CH:1]1[C:9]2[C:8]3[CH:10]=[CH:11][CH:12]=[CH:13][C:7]=3[O:6][C:5]=2[C:4]([Li:18])=[CH:3][CH:2]=1, predict the reactants needed to synthesize it. The reactants are: [CH:1]1[C:9]2[C:8]3[CH:10]=[CH:11][CH:12]=[CH:13][C:7]=3[O:6][C:5]=2[CH:4]=[CH:3][CH:2]=1.C([Li:18])CCC.CCCCCC. (10) The reactants are: [F:1][C:2]1[CH:3]=[CH:4][C:5]2[N:9]=[C:8]([C@@H:10]([NH2:13])[CH2:11][CH3:12])[N:7]([C:14]3[CH:15]=[N:16][CH:17]=[C:18]([F:20])[CH:19]=3)[C:6]=2[CH:21]=1.[NH2:22][C:23]1[C:28]([C:29]#[N:30])=[C:27](Cl)[N:26]=[CH:25][N:24]=1.CCN(C(C)C)C(C)C. Given the product [NH2:22][C:23]1[C:28]([C:29]#[N:30])=[C:27]([NH:13][C@H:10]([C:8]2[N:7]([C:14]3[CH:15]=[N:16][CH:17]=[C:18]([F:20])[CH:19]=3)[C:6]3[CH:21]=[C:2]([F:1])[CH:3]=[CH:4][C:5]=3[N:9]=2)[CH2:11][CH3:12])[N:26]=[CH:25][N:24]=1, predict the reactants needed to synthesize it.